This data is from Full USPTO retrosynthesis dataset with 1.9M reactions from patents (1976-2016). The task is: Predict the reactants needed to synthesize the given product. Given the product [N+:1]([C:4]1[CH:9]=[CH:8][C:7]([NH:15][C:14]2[CH:13]=[C:12]([CH3:11])[CH:18]=[CH:17][CH:16]=2)=[CH:6][CH:5]=1)([O-:3])=[O:2], predict the reactants needed to synthesize it. The reactants are: [N+:1]([C:4]1[CH:9]=[CH:8][C:7](F)=[CH:6][CH:5]=1)([O-:3])=[O:2].[CH3:11][C:12]1[CH:13]=[C:14]([CH:16]=[CH:17][CH:18]=1)[NH2:15].[O-2].[Mg+2].